From a dataset of Catalyst prediction with 721,799 reactions and 888 catalyst types from USPTO. Predict which catalyst facilitates the given reaction. (1) Reactant: [Cl:1][C:2]1[CH:7]=[CH:6][C:5]([C:8]2[C:12](O)([CH3:13])[O:11][C:10](=O)[C:9]=2[C:16]2[CH:20]=[CH:19][S:18][CH:17]=2)=[CH:4][CH:3]=1.O.[NH2:22][NH2:23]. Product: [Cl:1][C:2]1[CH:7]=[CH:6][C:5]([C:8]2[C:12]([CH3:13])=[N:23][NH:22][C:10](=[O:11])[C:9]=2[C:16]2[CH:20]=[CH:19][S:18][CH:17]=2)=[CH:4][CH:3]=1. The catalyst class is: 51. (2) Reactant: [CH:1]1([C:4]2[N:8]([CH2:9][C:10]3[C:15]([F:16])=[CH:14][C:13]([O:17][CH2:18][CH3:19])=[CH:12][C:11]=3[F:20])[N:7]=[C:6]([C:21]3[N:26]=[C:25]([NH:27][C:28]4[CH:33]=[CH:32][N:31]=[CH:30][CH:29]=4)[C:24]([O:34][CH2:35][CH2:36][CH2:37][S:38]([CH3:40])=[O:39])=[CH:23][N:22]=3)[C:5]=2[CH3:41])[CH2:3][CH2:2]1.[F:42][C:43]([F:48])([F:47])[C:44]([NH2:46])=[O:45].C(O)(=O)C.C(O)(=O)C.IC1C=CC=CC=1.[O-2].[Mg+2]. Product: [CH:1]1([C:4]2[N:8]([CH2:9][C:10]3[C:11]([F:20])=[CH:12][C:13]([O:17][CH2:18][CH3:19])=[CH:14][C:15]=3[F:16])[N:7]=[C:6]([C:21]3[N:26]=[C:25]([NH:27][C:28]4[CH:33]=[CH:32][N:31]=[CH:30][CH:29]=4)[C:24]([O:34][CH2:35][CH2:36][CH2:37][S:38]([CH3:40])(=[O:39])=[N:46][C:44](=[O:45])[C:43]([F:48])([F:47])[F:42])=[CH:23][N:22]=3)[C:5]=2[CH3:41])[CH2:3][CH2:2]1. The catalyst class is: 4. (3) Product: [Cl:1][C:2]1[CH:3]=[C:4]([C:9]2([C:24]([F:27])([F:25])[F:26])[CH2:13][C:12]([C:14]3[CH:22]=[CH:21][C:17]([C:18]([NH:43][CH2:42][C:41]([F:45])([F:44])[F:40])=[O:20])=[C:16]([CH3:23])[CH:15]=3)=[CH:11][S:10]2)[CH:5]=[C:6]([Cl:8])[CH:7]=1. Reactant: [Cl:1][C:2]1[CH:3]=[C:4]([C:9]2([C:24]([F:27])([F:26])[F:25])[CH2:13][C:12]([C:14]3[CH:22]=[CH:21][C:17]([C:18]([OH:20])=O)=[C:16]([CH3:23])[CH:15]=3)=[CH:11][S:10]2)[CH:5]=[C:6]([Cl:8])[CH:7]=1.CN(C)C=O.C(Cl)(=O)C(Cl)=O.Cl.[F:40][C:41]([F:45])([F:44])[CH2:42][NH2:43]. The catalyst class is: 236. (4) Reactant: [C:1](=[O:14])(OC1C=CC=CC=1)[O:2][C:3]([CH3:6])([CH3:5])[CH3:4].[CH3:15][C:16]([NH2:20])([CH3:19])[CH2:17][NH2:18]. Product: [NH2:20][C:16]([CH3:19])([CH3:15])[CH2:17][NH:18][C:1](=[O:14])[O:2][C:3]([CH3:4])([CH3:5])[CH3:6]. The catalyst class is: 14.